From a dataset of Catalyst prediction with 721,799 reactions and 888 catalyst types from USPTO. Predict which catalyst facilitates the given reaction. Reactant: [CH:1]1[C:6]2[C:7]([O:9][C:10](=[O:11])[C:5]=2[CH:4]=[C:3]2[C:12]([O:14][C:15](=[O:16])[C:2]=12)=[O:13])=[O:8].C(N(CC)CC)C.[Cl:24][C:25]1[CH:49]=[CH:48][C:28]([O:29][C:30]2[CH:31]=[C:32]([CH:45]=[CH:46][CH:47]=2)[CH2:33][NH:34][C@@H:35]2[C:44]3[C:39](=[CH:40][CH:41]=[CH:42][CH:43]=3)[CH2:38][CH2:37][CH2:36]2)=[CH:27][CH:26]=1.C([O-])([O-])=[O:51].[Na+].[Na+].Cl. The catalyst class is: 1. Product: [Cl:24][C:25]1[CH:26]=[CH:27][C:28]([O:29][C:30]2[CH:31]=[C:32]([CH:45]=[CH:46][CH:47]=2)[CH2:33][N:34]([C@@H:35]2[C:44]3[C:39](=[CH:40][CH:41]=[CH:42][CH:43]=3)[CH2:38][CH2:37][CH2:36]2)[C:7]([C:6]2[CH:1]=[C:2]([C:15]([OH:14])=[O:16])[C:3]([C:12]([OH:51])=[O:13])=[CH:4][C:5]=2[C:10]([OH:9])=[O:11])=[O:8])=[CH:48][CH:49]=1.